Dataset: Catalyst prediction with 721,799 reactions and 888 catalyst types from USPTO. Task: Predict which catalyst facilitates the given reaction. (1) Reactant: [CH3:1][CH:2]([CH2:4][CH2:5][CH2:6][C@H:7]([C@@H:9]1[C@:26]2([CH3:27])[C@H:12]([C@H:13]3[C@H:23]([CH2:24][CH2:25]2)[C@:21]2([CH3:22])[C:16]([CH2:17][C@@H:18]([N:28](S(C4C=CC=CC=4[N+]([O-])=O)(=O)=O)[CH2:29][CH2:30][CH2:31][NH:32][C:33](=[O:57])[CH2:34][CH2:35][NH:36][C:37](=[O:56])[CH2:38][CH2:39][CH2:40][CH2:41][CH2:42][NH:43][C:44]4[CH:49]=[CH:48][C:47]([N+:50]([O-:52])=[O:51])=[CH:46][C:45]=4[N+:53]([O-:55])=[O:54])[CH2:19][CH2:20]2)=[CH:15][CH2:14]3)[CH2:11][CH2:10]1)[CH3:8])[CH3:3].C([O-])([O-])=O.[K+].[K+].C1(S)C=CC=CC=1. Product: [CH3:3][CH:2]([CH2:4][CH2:5][CH2:6][C@H:7]([C@@H:9]1[C@:26]2([CH3:27])[C@H:12]([C@H:13]3[C@H:23]([CH2:24][CH2:25]2)[C@:21]2([CH3:22])[C:16]([CH2:17][C@@H:18]([NH:28][CH2:29][CH2:30][CH2:31][NH:32][C:33](=[O:57])[CH2:34][CH2:35][NH:36][C:37](=[O:56])[CH2:38][CH2:39][CH2:40][CH2:41][CH2:42][NH:43][C:44]4[CH:49]=[CH:48][C:47]([N+:50]([O-:52])=[O:51])=[CH:46][C:45]=4[N+:53]([O-:55])=[O:54])[CH2:19][CH2:20]2)=[CH:15][CH2:14]3)[CH2:11][CH2:10]1)[CH3:8])[CH3:1]. The catalyst class is: 348. (2) Reactant: [F:1][C:2]1[C:10]([F:11])=[CH:9][C:5]([C:6](O)=O)=[C:4]([NH:12][C:13]2[N:17]([C:18]3[CH:23]=[CH:22][CH:21]=[CH:20][N:19]=3)[N:16]=[CH:15][CH:14]=2)[CH:3]=1.P(Cl)(Cl)([Cl:26])=O.[OH-].[Na+]. Product: [Cl:26][C:6]1[C:5]2[C:4](=[CH:3][C:2]([F:1])=[C:10]([F:11])[CH:9]=2)[N:12]=[C:13]2[N:17]([C:18]3[CH:23]=[CH:22][CH:21]=[CH:20][N:19]=3)[N:16]=[CH:15][C:14]=12. The catalyst class is: 6. (3) Reactant: [Cl:1][C:2]1[CH:25]=[CH:24][CH:23]=[C:22]([Cl:26])[C:3]=1[C:4]([NH:6][C@H:7]([C:18]([O:20][CH3:21])=[O:19])[CH2:8][C:9]1[CH:17]=[CH:16][C:12]([C:13](O)=[O:14])=[CH:11][CH:10]=1)=[O:5].[N:27]1[C:36]2[NH:35][CH2:34][CH2:33][CH2:32][C:31]=2[CH:30]=[C:29]([CH2:37][NH2:38])[CH:28]=1.CN1C(=O)CCC1.CN(C(ON1N=NC2C=CC=NC1=2)=[N+](C)C)C.F[P-](F)(F)(F)(F)F. Product: [Cl:26][C:22]1[CH:23]=[CH:24][CH:25]=[C:2]([Cl:1])[C:3]=1[C:4]([NH:6][C@H:7]([C:18]([O:20][CH3:21])=[O:19])[CH2:8][C:9]1[CH:17]=[CH:16][C:12]([C:13]([NH:38][CH2:37][C:29]2[CH:28]=[N:27][C:36]3[NH:35][CH2:34][CH2:33][CH2:32][C:31]=3[CH:30]=2)=[O:14])=[CH:11][CH:10]=1)=[O:5]. The catalyst class is: 18. (4) Reactant: C([O:3][CH:4](OCC)[CH2:5][CH2:6][NH:7][C:8](=[O:37])[CH2:9][CH2:10][CH2:11][CH2:12][CH2:13][CH2:14][CH2:15][CH2:16][CH2:17][CH2:18][NH:19][C:20](=[O:36])[O:21][CH2:22][CH:23]1[C:35]2[CH:34]=[CH:33][CH:32]=[CH:31][C:30]=2[C:29]2[C:24]1=[CH:25][CH:26]=[CH:27][CH:28]=2)C.Cl. Product: [CH:25]1[C:24]2[CH:23]([CH2:22][O:21][C:20](=[O:36])[NH:19][CH2:18][CH2:17][CH2:16][CH2:15][CH2:14][CH2:13][CH2:12][CH2:11][CH2:10][CH2:9][C:8](=[O:37])[NH:7][CH2:6][CH2:5][CH:4]=[O:3])[C:35]3[C:30](=[CH:31][CH:32]=[CH:33][CH:34]=3)[C:29]=2[CH:28]=[CH:27][CH:26]=1. The catalyst class is: 7. (5) Reactant: [Cl:1][C:2]1[CH:10]=[CH:9][C:8]([I:11])=[CH:7][C:3]=1[C:4](O)=[O:5].[Cl:12]CCl.C(Cl)(=O)C(Cl)=O. Product: [Cl:1][C:2]1[CH:10]=[CH:9][C:8]([I:11])=[CH:7][C:3]=1[C:4]([Cl:12])=[O:5]. The catalyst class is: 9. (6) Reactant: [Cl:1][C:2]1[CH:3]=[C:4]([NH:17][C:18]2[C:19]3[N:26]([CH2:27][C:28]4[O:32][C:31]([C:33]([O:35]CC)=[O:34])=[CH:30][CH:29]=4)[CH:25]=[CH:24][C:20]=3[N:21]=[CH:22][N:23]=2)[CH:5]=[CH:6][C:7]=1[O:8][CH2:9][C:10]1[CH:15]=[CH:14][CH:13]=[C:12]([F:16])[CH:11]=1.O1CCCC1.[OH-].[Na+].Cl. Product: [Cl:1][C:2]1[CH:3]=[C:4]([NH:17][C:18]2[C:19]3[N:26]([CH2:27][C:28]4[O:32][C:31]([C:33]([OH:35])=[O:34])=[CH:30][CH:29]=4)[CH:25]=[CH:24][C:20]=3[N:21]=[CH:22][N:23]=2)[CH:5]=[CH:6][C:7]=1[O:8][CH2:9][C:10]1[CH:15]=[CH:14][CH:13]=[C:12]([F:16])[CH:11]=1. The catalyst class is: 97. (7) Reactant: C(N(CC)CC)C.[CH3:8][C@:9]12[C:15]([CH3:17])([CH3:16])[C@H:12]([CH2:13][CH2:14]1)[CH:11]([C:18](Cl)=[O:19])[C:10]2=O.C(O[C:27]([NH:29][N:30]([C:32]1[CH:37]=[CH:36][CH:35]=[CH:34][C:33]=1[O:38][CH2:39][CH3:40])C)=O)(C)(C)C.Cl.O1CCOCC1. Product: [CH2:39]([O:38][C:33]1[CH:34]=[CH:35][CH:36]=[CH:37][C:32]=1[N:30]1[C:18](=[O:19])[C:11]2[C@@H:12]3[C:15]([CH3:17])([CH3:16])[C@@:9]([CH3:8])([CH2:14][CH2:13]3)[C:10]=2[N:29]1[CH3:27])[CH3:40]. The catalyst class is: 417. (8) Reactant: C([O:5][C:6]([C:8]1[C:9]([CH3:23])=[N:10][O:11][C:12]=1[C:13]1[CH:18]=[CH:17][C:16]([C:19]([O:21][CH3:22])=[O:20])=[CH:15][CH:14]=1)=[O:7])(C)(C)C.FC(F)(F)C(O)=O. Product: [CH3:22][O:21][C:19]([C:16]1[CH:15]=[CH:14][C:13]([C:12]2[O:11][N:10]=[C:9]([CH3:23])[C:8]=2[C:6]([OH:7])=[O:5])=[CH:18][CH:17]=1)=[O:20]. The catalyst class is: 4. (9) Reactant: [CH3:1][O:2][C:3]([C:5]1[C:14]2[C:9](=[CH:10][CH:11]=[CH:12][CH:13]=2)[NH:8][C:7](=[O:15])[C:6]=1[CH:16]=[CH2:17])=[O:4].BrBr.C(N(CC)CC)C. Product: [CH3:1][O:2][C:3]([C:5]1[C:14]2[C:9](=[CH:10][CH:11]=[CH:12][CH:13]=2)[N:8]=[C:7]2[O:15][CH:17]=[CH:16][C:6]=12)=[O:4]. The catalyst class is: 22.